Dataset: Reaction yield outcomes from USPTO patents with 853,638 reactions. Task: Predict the reaction yield, written as a fraction of the theoretical maximum amount of product (1.0 means a 100% yield; for example, 0.34 means a 34% yield). (1) The reactants are [CH2:1]([O:8][C:9]1[C:14]([N+:15]([O-])=O)=[CH:13][CH:12]=[C:11]([O:18][CH3:19])[N:10]=1)[C:2]1[CH:7]=[CH:6][CH:5]=[CH:4][CH:3]=1.C(Cl)Cl. The catalyst is C1COCC1.[Ni]. The product is [CH2:1]([O:8][C:9]1[C:14]([NH2:15])=[CH:13][CH:12]=[C:11]([O:18][CH3:19])[N:10]=1)[C:2]1[CH:3]=[CH:4][CH:5]=[CH:6][CH:7]=1. The yield is 0.550. (2) The reactants are C([NH:5][S:6]([C:9]1[S:10][C:11]([C:14]2[CH:19]=[C:18]([C:20]3[CH:25]=[C:24]([CH3:26])[CH:23]=[C:22]([C:27]4[CH:32]=[CH:31][C:30]([C:33]([F:36])([F:35])[F:34])=[CH:29][CH:28]=4)[N:21]=3)[CH:17]=[CH:16][N:15]=2)=[CH:12][CH:13]=1)(=[O:8])=[O:7])(C)(C)C.C(O)(C(F)(F)F)=O. No catalyst specified. The product is [CH3:26][C:24]1[CH:23]=[C:22]([C:27]2[CH:32]=[CH:31][C:30]([C:33]([F:36])([F:34])[F:35])=[CH:29][CH:28]=2)[N:21]=[C:20]([C:18]2[CH:17]=[CH:16][N:15]=[C:14]([C:11]3[S:10][C:9]([S:6]([NH2:5])(=[O:8])=[O:7])=[CH:13][CH:12]=3)[CH:19]=2)[CH:25]=1. The yield is 1.00. (3) The reactants are [F:1][C:2]1[CH:3]=[C:4]([NH:8][C:9]([N:11]2[CH2:16][CH2:15][N:14]([C:17]([O:19][C:20]([CH3:23])([CH3:22])[CH3:21])=[O:18])[CH2:13][CH:12]2[CH2:24]O)=[O:10])[CH:5]=[CH:6][CH:7]=1.C1(P(C2C=CC=CC=2)C2C=CC=CC=2)C=CC=CC=1.N(C(OCC)=O)=NC(OCC)=O.C1(C)C=CC=CC=1.O. The catalyst is CN(C)C=O. The product is [F:1][C:2]1[CH:3]=[C:4]([N:8]2[CH2:24][CH:12]3[CH2:13][N:14]([C:17]([O:19][C:20]([CH3:22])([CH3:21])[CH3:23])=[O:18])[CH2:15][CH2:16][N:11]3[C:9]2=[O:10])[CH:5]=[CH:6][CH:7]=1. The yield is 0.967. (4) The reactants are [Br:1][C:2]1([CH:9]=[CH:8][CH:7]=[C:6]([F:10])[CH2:5]1)[CH2:3]O.N1C=CC=CC=1.P(Br)(Br)[Br:18]. The catalyst is C(Cl)(Cl)Cl. The product is [Br:1][C:2]1([CH:9]=[CH:8][CH:7]=[C:6]([F:10])[CH2:5]1)[CH2:3][Br:18]. The yield is 0.830. (5) The reactants are [CH2:1]([O:4][C:5]1[C:6]([C:15](=O)[CH3:16])=[CH:7][C:8]2[CH2:9][CH2:10][CH2:11][CH2:12][C:13]=2[CH:14]=1)[CH2:2][CH3:3].Cl.[NH2:19][OH:20].N1C=CC=CC=1. The catalyst is C(Cl)(Cl)Cl.CO. The product is [CH2:1]([O:4][C:5]1[C:6]([C:15](=[N:19][OH:20])[CH3:16])=[CH:7][C:8]2[CH2:9][CH2:10][CH2:11][CH2:12][C:13]=2[CH:14]=1)[CH2:2][CH3:3]. The yield is 0.940. (6) The reactants are NC1C=CC(C2C=NN(CCCO)C=2)=CC=1C(N(CC)CC)=O.[NH2:24][C:25]1[C:26]([C:32]([NH:34][CH3:35])=[O:33])=[N:27][C:28](Br)=[CH:29][CH:30]=1.[CH2:36]([O:43][CH2:44][C:45]([F:62])([F:61])[CH2:46][N:47]1[CH:51]=[C:50](B2OC(C)(C)C(C)(C)O2)[CH:49]=[N:48]1)[C:37]1[CH:42]=[CH:41][CH:40]=[CH:39][CH:38]=1. No catalyst specified. The product is [NH2:24][C:25]1[C:26]([C:32]([NH:34][CH3:35])=[O:33])=[N:27][C:28]([C:50]2[CH:49]=[N:48][N:47]([CH2:46][C:45]([F:62])([F:61])[CH2:44][O:43][CH2:36][C:37]3[CH:42]=[CH:41][CH:40]=[CH:39][CH:38]=3)[CH:51]=2)=[CH:29][CH:30]=1. The yield is 0.640. (7) The reactants are [Br:1][C:2]1[CH:13]=[N:12][C:5]2[NH:6][C:7](=O)[CH2:8][O:9][CH2:10][C:4]=2[CH:3]=1. The catalyst is C1COCC1. The product is [Br:1][C:2]1[CH:13]=[N:12][C:5]2[NH:6][CH2:7][CH2:8][O:9][CH2:10][C:4]=2[CH:3]=1. The yield is 0.380. (8) The reactants are Br[C:2]1[CH:7]=[CH:6][C:5]([C:8]2[N:12]([C:13]3[CH:18]=[CH:17][C:16]([Cl:19])=[CH:15][C:14]=3[Cl:20])[N:11]=[C:10]([C:21]([N:23]3[CH2:28][CH2:27][C:26]([C:30]4[CH:35]=[CH:34][CH:33]=[CH:32][CH:31]=4)([OH:29])[CH2:25][CH2:24]3)=[O:22])[C:9]=2[CH3:36])=[CH:4][CH:3]=1.C(=O)([O-])[O-].[Na+].[Na+].[CH3:43][N:44](C)C(=O)C. The catalyst is [C-]#N.[C-]#N.[C-]#N.[C-]#N.[C-]#N.[C-]#N.[K+].[K+].[K+].[K+].[Fe+2].C([O-])(=O)C.[Pd+2].C([O-])(=O)C. The product is [Cl:20][C:14]1[CH:15]=[C:16]([Cl:19])[CH:17]=[CH:18][C:13]=1[N:12]1[C:8]([C:5]2[CH:6]=[CH:7][C:2]([C:43]#[N:44])=[CH:3][CH:4]=2)=[C:9]([CH3:36])[C:10]([C:21]([N:23]2[CH2:28][CH2:27][C:26]([OH:29])([C:30]3[CH:35]=[CH:34][CH:33]=[CH:32][CH:31]=3)[CH2:25][CH2:24]2)=[O:22])=[N:11]1. The yield is 0.100. (9) The reactants are [Cl:1][C:2]1[CH:3]=[C:4]([CH:7]=[C:8]([Cl:22])[C:9]=1[O:10][C:11]1[CH:16]=[CH:15][C:14]([O:17][CH3:18])=[C:13]([CH:19]([CH3:21])[CH3:20])[CH:12]=1)[CH2:5]Br.[CH2:23]([O:25][P:26]([O:30]CC)[O:27][CH2:28][CH3:29])[CH3:24]. The catalyst is CN(C=O)C.C(OCC)(=O)C. The product is [Cl:1][C:2]1[CH:3]=[C:4]([CH:7]=[C:8]([Cl:22])[C:9]=1[O:10][C:11]1[CH:16]=[CH:15][C:14]([O:17][CH3:18])=[C:13]([CH:19]([CH3:21])[CH3:20])[CH:12]=1)[CH2:5][P:26](=[O:30])([O:27][CH2:28][CH3:29])[O:25][CH2:23][CH3:24]. The yield is 0.850. (10) The reactants are O=C[C:3]([O:5][CH2:6][CH3:7])=O.COC1C=C(N)C(N)=CC=1.CO[C:20]1[CH:21]=[C:22]2[C:27](=CC=1)[NH:26][C:25](=[O:30])[CH:24]=[N:23]2. The catalyst is C1(C)C=CC=CC=1.C(O)C. The product is [CH3:3][O:5][C:6]1[CH:7]=[C:27]2[C:22]([N:23]=[CH:24][C:25](=[O:30])[NH:26]2)=[CH:21][CH:20]=1. The yield is 0.420.